Task: Predict the product of the given reaction.. Dataset: Forward reaction prediction with 1.9M reactions from USPTO patents (1976-2016) (1) Given the reactants C(C1C=C(OC)C=C(C(C)(C)C)C=1[C:17]1[CH:25]=[C:24]([N:26]([C:35]2[CH:40]=[CH:39][CH:38]=[CH:37][CH:36]=2)[CH:27]2[CH2:32][CH2:31][N:30]([CH3:33])[CH2:29][CH:28]2[CH3:34])[CH:23]=[CH:22][C:18]=1[C:19]([O-])=[O:20])(C)(C)C.C[O-].[Na+].[CH2:44]([NH:46][CH2:47][CH3:48])[CH3:45].F[P-](F)(F)(F)(F)F.N1(O[P+](N(C)C)(N(C)C)N(C)C)C2C=CC=CC=2N=N1, predict the reaction product. The product is: [CH3:33][N:30]1[CH2:31][CH2:32][CH:27]([N:26]([C:35]2[CH:40]=[CH:39][CH:38]=[CH:37][CH:36]=2)[C:24]2[CH:23]=[CH:22][C:18]([C:19]([N:46]([CH2:47][CH3:48])[CH2:44][CH3:45])=[O:20])=[CH:17][CH:25]=2)[CH:28]([CH3:34])[CH2:29]1. (2) Given the reactants [Br:1][C:2]1[CH:11]=[CH:10][CH:9]=[C:8]2[C:3]=1[N:4]=[C:5](Cl)[C:6]([CH3:12])=[N:7]2.[CH:14]1([NH2:21])[CH2:19][CH2:18][CH2:17][CH:16]([NH2:20])[CH2:15]1, predict the reaction product. The product is: [Br:1][C:2]1[CH:11]=[CH:10][CH:9]=[C:8]2[C:3]=1[N:4]=[C:5]([NH:20][CH:16]1[CH2:17][CH2:18][CH2:19][CH:14]([NH2:21])[CH2:15]1)[C:6]([CH3:12])=[N:7]2. (3) Given the reactants [NH2:1][C:2]1[CH:3]=[C:4]([CH:8]=[C:9](Br)[CH:10]=1)[C:5]([OH:7])=[O:6].B1(C=C)OB([CH:18]=[CH2:19])OB(C=C)O1.C1C=CN=CC=1.C(=O)([O-])[O-].[K+].[K+].O, predict the reaction product. The product is: [NH2:1][C:2]1[CH:3]=[C:4]([CH:8]=[C:9]([CH:18]=[CH2:19])[CH:10]=1)[C:5]([OH:7])=[O:6].